Dataset: Full USPTO retrosynthesis dataset with 1.9M reactions from patents (1976-2016). Task: Predict the reactants needed to synthesize the given product. (1) Given the product [CH3:6][C:7]1[S:8][C:9]([Sn:13]([CH3:16])([CH3:15])[CH3:14])=[CH:10][N:11]=1, predict the reactants needed to synthesize it. The reactants are: C([Li])CCC.[CH3:6][C:7]1[S:8][CH:9]=[CH:10][N:11]=1.Cl[Sn:13]([CH3:16])([CH3:15])[CH3:14]. (2) Given the product [F:1][C:2]1[CH:3]=[CH:4][C:5]2[N:9]=[CH:8][N:7]([C:10]3[N:18]=[C:17]4[C:13]([NH:14][CH:15]([S:30][CH3:32])[N:16]4[C@H:19]4[C:28]5[C:23](=[C:24]([F:29])[CH:25]=[CH:26][CH:27]=5)[O:22][CH2:21][CH2:20]4)=[CH:12][N:11]=3)[C:6]=2[CH:31]=1, predict the reactants needed to synthesize it. The reactants are: [F:1][C:2]1[CH:3]=[CH:4][C:5]2[N:9]=[CH:8][N:7]([C:10]3[N:18]=[C:17]4[C:13]([NH:14][C:15](=[S:30])[N:16]4[C@H:19]4[C:28]5[C:23](=[C:24]([F:29])[CH:25]=[CH:26][CH:27]=5)[O:22][CH2:21][CH2:20]4)=[CH:12][N:11]=3)[C:6]=2[CH:31]=1.[CH3:32]CN(P1(N(C)CCCN1)=NC(C)(C)C)CC.IC. (3) Given the product [CH3:1][C:2]1[N:7]=[C:6]2[S:8][C:9]3[CH2:14][CH2:13][CH2:12][CH2:11][C:10]=3[C:5]2=[C:4]([C:15]2[CH:16]=[CH:17][C:18]([CH3:21])=[CH:19][CH:20]=2)[C:3]=1[CH:22]([CH:37]([CH3:41])[CH2:38][CH3:39])[C:23]([O:25][CH3:26])=[O:24], predict the reactants needed to synthesize it. The reactants are: [CH3:1][C:2]1[N:7]=[C:6]2[S:8][C:9]3[CH2:14][CH2:13][CH2:12][CH2:11][C:10]=3[C:5]2=[C:4]([C:15]2[CH:20]=[CH:19][C:18]([CH3:21])=[CH:17][CH:16]=2)[C:3]=1[CH2:22][C:23]([O:25][CH3:26])=[O:24].[Li+].C[Si]([N-][Si](C)(C)C)(C)C.[CH2:37]1[CH2:41]O[CH2:39][CH2:38]1.IC(CC)C.